Task: Regression. Given two drug SMILES strings and cell line genomic features, predict the synergy score measuring deviation from expected non-interaction effect.. Dataset: NCI-60 drug combinations with 297,098 pairs across 59 cell lines Drug 1: C1=CN(C(=O)N=C1N)C2C(C(C(O2)CO)O)O.Cl. Drug 2: C1=CN(C=N1)CC(O)(P(=O)(O)O)P(=O)(O)O. Cell line: CCRF-CEM. Synergy scores: CSS=65.5, Synergy_ZIP=-0.0790, Synergy_Bliss=-1.09, Synergy_Loewe=-14.2, Synergy_HSA=-1.50.